Dataset: Catalyst prediction with 721,799 reactions and 888 catalyst types from USPTO. Task: Predict which catalyst facilitates the given reaction. Reactant: C(OCC)(=O)C.[ClH:7].[C:8]([C:10]1[C:11]([NH:38][C:39]([C:41]2[O:42][CH:43]=[CH:44][CH:45]=2)=[O:40])=[N:12][C:13]([C:30]2[CH:35]=[CH:34][C:33]([F:36])=[CH:32][C:31]=2[OH:37])=[CH:14][C:15]=1[C:16]1[CH:21]=[CH:20][CH:19]=[C:18]([CH2:22][N:23]2[CH2:28][CH2:27][N:26]([CH3:29])[CH2:25][CH2:24]2)[CH:17]=1)#[N:9]. Product: [ClH:7].[ClH:7].[C:8]([C:10]1[C:11]([NH:38][C:39]([C:41]2[O:42][CH:43]=[CH:44][CH:45]=2)=[O:40])=[N:12][C:13]([C:30]2[CH:35]=[CH:34][C:33]([F:36])=[CH:32][C:31]=2[OH:37])=[CH:14][C:15]=1[C:16]1[CH:21]=[CH:20][CH:19]=[C:18]([CH2:22][N:23]2[CH2:24][CH2:25][N:26]([CH3:29])[CH2:27][CH2:28]2)[CH:17]=1)#[N:9]. The catalyst class is: 13.